This data is from Reaction yield outcomes from USPTO patents with 853,638 reactions. The task is: Predict the reaction yield, written as a fraction of the theoretical maximum amount of product (1.0 means a 100% yield; for example, 0.34 means a 34% yield). (1) The reactants are Cl[C:2]1[N:7]=[CH:6][C:5]([CH3:8])=[CH:4][N:3]=1.[C:9]([C:13]1[CH:18]=[CH:17][C:16](B(O)O)=[CH:15][CH:14]=1)([CH3:12])([CH3:11])[CH3:10].C(=O)([O-])[O-].[Na+].[Na+]. The catalyst is C1(C)C=CC=CC=1.C(O)C.O.C1C=CC(P(C2C=CC=CC=2)[C-]2C=CC=C2)=CC=1.C1C=CC(P(C2C=CC=CC=2)[C-]2C=CC=C2)=CC=1.Cl[Pd]Cl.[Fe+2].ClCCl. The product is [C:9]([C:13]1[CH:18]=[CH:17][C:16]([C:2]2[N:7]=[CH:6][C:5]([CH3:8])=[CH:4][N:3]=2)=[CH:15][CH:14]=1)([CH3:12])([CH3:11])[CH3:10]. The yield is 0.730. (2) The reactants are [C:1]([N:4]1[C:12]2[C:7](=[CH:8][C:9]([C:13]([OH:15])=O)=[CH:10][CH:11]=2)[CH:6]=[N:5]1)(=[O:3])[CH3:2].C1N=CN(C(N2C=NC=C2)=O)C=1.[CH2:28]([O:30][C:31](=[O:36])[CH2:32]C(O)=O)[CH3:29].CCN(CC)CC.[Mg+2].[Cl-].[Cl-].[K]. The catalyst is O1CCCC1.C(#N)C. The product is [C:1]([N:4]1[C:12]2[C:7](=[CH:8][C:9]([C:13](=[O:15])[CH2:32][C:31]([O:30][CH2:28][CH3:29])=[O:36])=[CH:10][CH:11]=2)[CH:6]=[N:5]1)(=[O:3])[CH3:2]. The yield is 0.750. (3) The reactants are Br[C:2]1[CH:7]=[CH:6][N:5]=[C:4]([C:8]([NH:10][C:11]2[CH:16]=[CH:15][CH:14]=[C:13]([C:17]3[N:21]([CH:22]4[CH2:24][CH2:23]4)[CH:20]=[N:19][CH:18]=3)[CH:12]=2)=[O:9])[CH:3]=1.B(O)O.C(=O)([O-])[O-].[K+].[K+]. The catalyst is C1(C)C=CC=CC=1. The product is [CH:22]1([N:21]2[C:17]([C:13]3[CH:12]=[C:11]([NH:10][C:8]([C:4]4[CH:3]=[C:2]([C:3]5[CH:4]=[N:5][CH:6]=[CH:7][CH:2]=5)[CH:7]=[CH:6][N:5]=4)=[O:9])[CH:16]=[CH:15][CH:14]=3)=[CH:18][N:19]=[CH:20]2)[CH2:24][CH2:23]1. The yield is 0.230. (4) The product is [C:1]1([CH2:7][CH2:8][C@H:9]2[CH2:25][N:13]3[CH2:14][CH2:15][N:16]([C:18]4[N:23]=[CH:22][C:21]([F:24])=[CH:20][N:19]=4)[CH2:17][C@@H:12]3[CH2:11][CH2:10]2)[CH:6]=[CH:5][CH:4]=[CH:3][CH:2]=1. The reactants are [C:1]1(/[CH:7]=[CH:8]\[C@@H:9]2[CH2:25][N:13]3[CH2:14][CH2:15][N:16]([C:18]4[N:23]=[CH:22][C:21]([F:24])=[CH:20][N:19]=4)[CH2:17][C@@H:12]3[CH2:11][CH2:10]2)[CH:6]=[CH:5][CH:4]=[CH:3][CH:2]=1.[H][H]. The catalyst is [Pd].C(O)C. The yield is 0.830.